From a dataset of Catalyst prediction with 721,799 reactions and 888 catalyst types from USPTO. Predict which catalyst facilitates the given reaction. (1) Reactant: Cl.NC[CH2:4][C:5]1[CH:6]=[C:7](B(O)O)[CH:8]=[CH:9][CH:10]=1.Br[C:15]1[CH:20]=[CH:19][C:18]([C:21]([F:24])([F:23])[F:22])=[CH:17][CH:16]=1.P([O-])([O-])([O-])=O.[K+].[K+].[K+].[N:33]#N. Product: [F:22][C:21]([F:24])([F:23])[C:18]1[CH:19]=[CH:20][C:15]([C:9]2[CH:8]=[CH:7][CH:6]=[C:5]([CH2:4][NH2:33])[CH:10]=2)=[CH:16][CH:17]=1. The catalyst class is: 437. (2) Reactant: Br[C:2]1[CH:14]=[CH:13][C:5]([C:6]([NH:8][S:9]([CH3:12])(=[O:11])=[O:10])=[O:7])=[CH:4][C:3]=1[O:15][CH:16]([F:18])[F:17].[Cl:19][C:20]1[CH:21]=[C:22](B(O)O)[CH:23]=[N:24][C:25]=1[F:26].C([O-])([O-])=O.[Na+].[Na+]. Product: [Cl:19][C:20]1[CH:21]=[C:22]([C:2]2[CH:14]=[CH:13][C:5]([C:6]([NH:8][S:9]([CH3:12])(=[O:11])=[O:10])=[O:7])=[CH:4][C:3]=2[O:15][CH:16]([F:18])[F:17])[CH:23]=[N:24][C:25]=1[F:26]. The catalyst class is: 203.